This data is from NCI-60 drug combinations with 297,098 pairs across 59 cell lines. The task is: Regression. Given two drug SMILES strings and cell line genomic features, predict the synergy score measuring deviation from expected non-interaction effect. Drug 1: CC1=CC=C(C=C1)C2=CC(=NN2C3=CC=C(C=C3)S(=O)(=O)N)C(F)(F)F. Drug 2: C(CN)CNCCSP(=O)(O)O. Cell line: OVCAR-8. Synergy scores: CSS=-2.25, Synergy_ZIP=0.185, Synergy_Bliss=-3.30, Synergy_Loewe=-2.51, Synergy_HSA=-4.15.